Task: Predict the product of the given reaction.. Dataset: Forward reaction prediction with 1.9M reactions from USPTO patents (1976-2016) (1) Given the reactants [NH:1]1[CH2:6][CH2:5][CH:4]([NH:7][C:8]2[O:9][C:10]3[C:16]([S:17]([N:20]4[CH2:24][CH2:23][CH2:22][CH2:21]4)(=[O:19])=[O:18])=[CH:15][CH:14]=[CH:13][C:11]=3[N:12]=2)[CH2:3][CH2:2]1.[Cl:25][C:26]1[CH:33]=[CH:32][C:29]([CH:30]=O)=[CH:28][C:27]=1[O:34][CH2:35][CH3:36].C([BH3-])#N.[Na+].C(N(C(C)C)C(C)C)C, predict the reaction product. The product is: [Cl:25][C:26]1[CH:33]=[CH:32][C:29]([CH2:30][N:1]2[CH2:2][CH2:3][CH:4]([NH:7][C:8]3[O:9][C:10]4[C:16]([S:17]([N:20]5[CH2:24][CH2:23][CH2:22][CH2:21]5)(=[O:19])=[O:18])=[CH:15][CH:14]=[CH:13][C:11]=4[N:12]=3)[CH2:5][CH2:6]2)=[CH:28][C:27]=1[O:34][CH2:35][CH3:36]. (2) Given the reactants [CH2:1]([C:4]1[CH:10]=[C:9]([O:11][C:12]([F:15])([F:14])[F:13])[CH:8]=[CH:7][C:5]=1[NH2:6])[CH:2]=[CH2:3].CCN(CC)CC.[C:23](Cl)(=[O:26])[CH:24]=[CH2:25], predict the reaction product. The product is: [CH2:1]([C:4]1[CH:10]=[C:9]([O:11][C:12]([F:13])([F:14])[F:15])[CH:8]=[CH:7][C:5]=1[NH:6][C:23](=[O:26])[CH:24]=[CH2:25])[CH:2]=[CH2:3]. (3) Given the reactants [OH:1][NH:2][C:3]([N:5]1[CH2:10][CH2:9][N:8]([C:11]([O:13][C:14]([CH3:17])([CH3:16])[CH3:15])=[O:12])[CH2:7][CH2:6]1)=[NH:4].[Cl:18][C:19]1[CH:27]=[CH:26][CH:25]=[CH:24][C:20]=1[C:21](Cl)=O, predict the reaction product. The product is: [Cl:18][C:19]1[CH:27]=[CH:26][CH:25]=[CH:24][C:20]=1[C:21]1[O:1][N:2]=[C:3]([N:5]2[CH2:6][CH2:7][N:8]([C:11]([O:13][C:14]([CH3:17])([CH3:16])[CH3:15])=[O:12])[CH2:9][CH2:10]2)[N:4]=1. (4) Given the reactants Br[C:2]1[CH:9]=[CH:8][C:5]([C:6]#[N:7])=[CH:4][CH:3]=1.[C:10]1(B(O)O)[CH:15]=[CH:14][C:13](B(O)O)=[CH:12][CH:11]=1, predict the reaction product. The product is: [C:6]([C:5]1[CH:8]=[CH:9][C:2]([C:10]2[CH:15]=[CH:14][C:13]([C:2]3[CH:9]=[CH:8][C:5]([C:6]#[N:7])=[CH:4][CH:3]=3)=[CH:12][CH:11]=2)=[CH:3][CH:4]=1)#[N:7]. (5) Given the reactants [C:1]([N:8](C)[CH:9]1[CH2:14][CH2:13][CH:12]([N:15]([CH2:28][C:29]2[CH:30]=[C:31](B(O)O)[CH:32]=[CH:33][C:34]=2[O:35][CH3:36])[C:16]([C:18]2[S:22][C:21]3[CH:23]=[CH:24][CH:25]=[CH:26][C:20]=3[C:19]=2[Cl:27])=[O:17])[CH2:11][CH2:10]1)(OC(C)(C)C)=O.[NH2:41][C:42]1[N:47]=[C:46]([CH3:48])[C:45](Br)=[CH:44][CH:43]=1, predict the reaction product. The product is: [ClH:27].[ClH:27].[NH2:41][C:42]1[N:47]=[C:46]([CH3:48])[C:45]([C:31]2[CH:32]=[CH:33][C:34]([O:35][CH3:36])=[C:29]([CH:30]=2)[CH2:28][N:15]([CH:12]2[CH2:13][CH2:14][CH:9]([NH:8][CH3:1])[CH2:10][CH2:11]2)[C:16]([C:18]2[S:22][C:21]3[CH:23]=[CH:24][CH:25]=[CH:26][C:20]=3[C:19]=2[Cl:27])=[O:17])=[CH:44][CH:43]=1. (6) Given the reactants [CH2:1]([O:8][C:9]1[CH:10]=[C:11]([CH:23]=[CH:24][CH:25]=1)[O:12][C:13]1[CH:20]=[C:19]([CH3:21])[C:16]([CH:17]=[O:18])=[C:15]([OH:22])[CH:14]=1)[C:2]1[CH:7]=[CH:6][CH:5]=[CH:4][CH:3]=1.CCN(CC)CC.[O:33](S(C(F)(F)F)(=O)=O)[S:34]([C:37]([F:40])([F:39])[F:38])(=O)=[O:35].O, predict the reaction product. The product is: [CH2:1]([O:8][C:9]1[CH:10]=[C:11]([CH:23]=[CH:24][CH:25]=1)[O:12][C:13]1[CH:20]=[C:19]([CH3:21])[C:16]([CH:17]=[O:18])=[C:15]([O:22][S:34]([C:37]([F:40])([F:39])[F:38])(=[O:35])=[O:33])[CH:14]=1)[C:2]1[CH:3]=[CH:4][CH:5]=[CH:6][CH:7]=1. (7) Given the reactants [C:1]([O:5][C:6](=[O:29])[N:7]([C:14]1[N:19]=[CH:18][C:17]([CH2:20][O:21][Si](C(C)(C)C)(C)C)=[CH:16][N:15]=1)[C:8]1[CH:13]=[CH:12][CH:11]=[CH:10][CH:9]=1)([CH3:4])([CH3:3])[CH3:2].[F-].C([N+](CCCC)(CCCC)CCCC)CCC.C1COCC1, predict the reaction product. The product is: [C:1]([O:5][C:6](=[O:29])[N:7]([C:14]1[N:19]=[CH:18][C:17]([CH2:20][OH:21])=[CH:16][N:15]=1)[C:8]1[CH:13]=[CH:12][CH:11]=[CH:10][CH:9]=1)([CH3:4])([CH3:2])[CH3:3].